Dataset: Forward reaction prediction with 1.9M reactions from USPTO patents (1976-2016). Task: Predict the product of the given reaction. (1) Given the reactants Cl[C:2]1[CH:9]=[CH:8][C:5]([C:6]#[N:7])=[CH:4][N:3]=1.[OH2:10].[NH2:11][NH2:12], predict the reaction product. The product is: [OH2:10].[NH:11]([C:2]1[CH:9]=[CH:8][C:5]([C:6]#[N:7])=[CH:4][N:3]=1)[NH2:12]. (2) Given the reactants C[O:2][CH:3]=[C:4]1[CH2:13][CH2:12][CH2:11][C:10]2[C:9]([C:14]#[N:15])=[CH:8][CH:7]=[CH:6][C:5]1=2.B(Br)(Br)Br, predict the reaction product. The product is: [CH:3]([CH:4]1[CH2:13][CH2:12][CH2:11][C:10]2[C:9]([C:14]#[N:15])=[CH:8][CH:7]=[CH:6][C:5]1=2)=[O:2]. (3) Given the reactants CC(C)=O.[OH-].[Na+].[Cl:7][C:8]1[CH:13]=[CH:12][C:11]([CH:14]([CH:19]2[CH2:21][CH2:20]2)[C:15]([O:17]C)=[O:16])=[CH:10][CH:9]=1, predict the reaction product. The product is: [Cl:7][C:8]1[CH:9]=[CH:10][C:11]([C@@H:14]([CH:19]2[CH2:21][CH2:20]2)[C:15]([OH:17])=[O:16])=[CH:12][CH:13]=1. (4) Given the reactants [N+:1]([C:4]1[C:5]([NH2:20])=[N:6][C:7]([C:14]2[CH:19]=[CH:18][CH:17]=[CH:16][CH:15]=2)=[CH:8][C:9]=1[C:10]([F:13])([F:12])[F:11])([O-])=O.CC[OH:23].C1[CH2:28][O:27][CH2:26][CH2:25]1, predict the reaction product. The product is: [CH3:28][O:27][C:26]([C:25]1[NH:20][C:5]2=[N:6][C:7]([C:14]3[CH:19]=[CH:18][CH:17]=[CH:16][CH:15]=3)=[CH:8][C:9]([C:10]([F:13])([F:12])[F:11])=[C:4]2[N:1]=1)=[O:23].